Dataset: Forward reaction prediction with 1.9M reactions from USPTO patents (1976-2016). Task: Predict the product of the given reaction. (1) Given the reactants ClC1C=CC2[N:8]=C(C)C=CC=2C=1C(O)=O.[Cl:16][C:17]1[C:18]([NH:34][C:35](=[O:43])[CH2:36][CH:37]2[CH2:42][CH2:41][CH2:40][CH2:39][CH2:38]2)=[C:19]2[C:24](=[CH:25][CH:26]=1)[N:23]=[C:22]([N:27]1[CH2:31][CH2:30][C@@H:29]([C:32]#[N:33])[CH2:28]1)[CH:21]=[CH:20]2.C([Sn](=O)CCCC)CCC.[N:54]([Si](C)(C)C)=[N+:55]=[N-:56], predict the reaction product. The product is: [NH3:8].[Cl:16][C:17]1[C:18]([NH:34][C:35](=[O:43])[CH2:36][CH:37]2[CH2:42][CH2:41][CH2:40][CH2:39][CH2:38]2)=[C:19]2[C:24](=[CH:25][CH:26]=1)[N:23]=[C:22]([N:27]1[CH2:31][CH2:30][C@@H:29]([C:32]3[NH:56][N:55]=[N:54][N:33]=3)[CH2:28]1)[CH:21]=[CH:20]2. (2) Given the reactants CS(O[CH2:6][CH2:7][O:8][C:9]1[C:17]2[C:12](=[N:13][CH:14]=[N:15][C:16]=2[NH:18][C:19]2[CH:24]=[CH:23][C:22]([O:25][CH2:26][C:27]3[CH:32]=[CH:31][CH:30]=[CH:29][CH:28]=3)=[C:21]([CH3:33])[CH:20]=2)[NH:11][N:10]=1)(=O)=O.[NH:34]1[CH2:39][CH2:38][O:37][CH2:36][CH2:35]1, predict the reaction product. The product is: [CH2:26]([O:25][C:22]1[CH:23]=[CH:24][C:19]([NH:18][C:16]2[N:15]=[CH:14][N:13]=[C:12]3[NH:11][N:10]=[C:9]([O:8][CH2:7][CH2:6][N:34]4[CH2:39][CH2:38][O:37][CH2:36][CH2:35]4)[C:17]=23)=[CH:20][C:21]=1[CH3:33])[C:27]1[CH:28]=[CH:29][CH:30]=[CH:31][CH:32]=1. (3) Given the reactants Br[CH2:2][CH2:3][CH2:4][CH2:5][CH2:6][CH2:7][Br:8].[Br:9][C:10]1[CH:22]=[CH:21][C:20]2[C:19]3[C:14](=[CH:15][C:16]([Br:23])=[CH:17][CH:18]=3)[CH2:13][C:12]=2[CH:11]=1, predict the reaction product. The product is: [Br:9][C:10]1[CH:22]=[CH:21][C:20]2[C:19]3[C:14](=[CH:15][C:16]([Br:23])=[CH:17][CH:18]=3)[C:13]([CH2:2][CH2:3][CH2:4][CH2:5][CH2:6][CH2:7][Br:8])([CH2:2][CH2:3][CH2:4][CH2:5][CH2:6][CH2:7][Br:8])[C:12]=2[CH:11]=1. (4) The product is: [C:22]([NH:21][C:19]([C:8]1[C:6]2=[N:7][C:2]([C:27]3[C:35]4[C:30](=[N:31][CH:32]=[CH:33][CH:34]=4)[N:29]([CH3:36])[N:28]=3)=[CH:3][N:4]=[C:5]2[N:10]([CH2:11][O:12][CH2:13][CH2:14][Si:15]([CH3:18])([CH3:17])[CH3:16])[CH:9]=1)=[O:20])([CH3:25])([CH3:24])[CH3:23]. Given the reactants Br[C:2]1[N:7]=[C:6]2[C:8]([C:19]([NH:21][C:22]([CH3:25])([CH3:24])[CH3:23])=[O:20])=[CH:9][N:10]([CH2:11][O:12][CH2:13][CH2:14][Si:15]([CH3:18])([CH3:17])[CH3:16])[C:5]2=[N:4][CH:3]=1.I[C:27]1[C:35]2[C:30](=[N:31][CH:32]=[CH:33][CH:34]=2)[N:29]([CH3:36])[N:28]=1.CCCC[Sn](CCCC)CCCC.CCCC[Sn](CCCC)CCCC, predict the reaction product. (5) Given the reactants [Cl:1][C:2]1[CH:7]=[C:6]([C:8]2[N:12]=[CH:11][N:10](/[CH:13]=[CH:14]\[C:15]([O:17]C(C)C)=[O:16])[N:9]=2)[CH:5]=[C:4]([O:21][CH:22]([CH3:24])[CH3:23])[N:3]=1.[Li+].[OH-].C(OCC)(=O)C, predict the reaction product. The product is: [Cl:1][C:2]1[CH:7]=[C:6]([C:8]2[N:12]=[CH:11][N:10](/[CH:13]=[CH:14]\[C:15]([OH:17])=[O:16])[N:9]=2)[CH:5]=[C:4]([O:21][CH:22]([CH3:24])[CH3:23])[N:3]=1. (6) Given the reactants N[C:2]1[CH:12]=[CH:11][C:10]2[CH:9]3[CH2:13][CH2:14][CH:5]([CH2:6][N:7]([C:15](=[O:20])[C:16]([F:19])([F:18])[F:17])[CH2:8]3)[C:4]=2[CH:3]=1.N([O-])=O.[Na+].[ClH:25], predict the reaction product. The product is: [Cl:25][C:2]1[CH:12]=[CH:11][C:10]2[CH:9]3[CH2:13][CH2:14][CH:5]([CH2:6][N:7]([C:15](=[O:20])[C:16]([F:19])([F:18])[F:17])[CH2:8]3)[C:4]=2[CH:3]=1.